The task is: Predict the reaction yield, written as a fraction of the theoretical maximum amount of product (1.0 means a 100% yield; for example, 0.34 means a 34% yield).. This data is from Reaction yield outcomes from USPTO patents with 853,638 reactions. (1) The reactants are [CH3:1][C:2]1([CH3:10])[O:9][C:7](=[O:8])[CH2:6][C:4](=[O:5])[O:3]1.N1C=CC=CC=1.[CH3:17][O:18][CH2:19][C:20](Cl)=[O:21]. The catalyst is ClCCl. The product is [CH3:17][O:18][CH2:19][C:20]([CH:6]1[C:7](=[O:8])[O:9][C:2]([CH3:10])([CH3:1])[O:3][C:4]1=[O:5])=[O:21]. The yield is 0.847. (2) The yield is 0.380. The product is [CH:10]([O:2][C:1]1[CH:8]=[CH:7][C:5]([OH:6])=[CH:4][CH:3]=1)([CH3:12])[CH3:11]. The reactants are [C:1]1([CH:8]=[CH:7][C:5]([OH:6])=[CH:4][CH:3]=1)[OH:2].I[CH:10]([CH3:12])[CH3:11].[OH-].[K+]. The catalyst is C(O)C.O.